The task is: Predict the reactants needed to synthesize the given product.. This data is from Full USPTO retrosynthesis dataset with 1.9M reactions from patents (1976-2016). (1) Given the product [OH:20][C:21]1[CH:26]=[CH:25][C:24]([C:4](=[O:5])[CH2:3][C:2]([CH3:15])([CH3:14])[CH3:1])=[CH:23][C:22]=1[CH3:27], predict the reactants needed to synthesize it. The reactants are: [CH3:1][C:2]([CH3:15])([CH3:14])[CH2:3][C:4](OC1C=CC=CC=1C)=[O:5].C([O:20][C:21]1[CH:26]=[CH:25][CH:24]=[CH:23][C:22]=1[CH3:27])(=O)CC. (2) Given the product [Cl:1][C:2]1[CH:9]=[CH:8][C:5]([CH2:6][NH:27][C:26]2[CH:28]=[C:22]([O:21][CH2:20][C:15]3[C:14]([F:13])=[CH:19][CH:18]=[CH:17][N:16]=3)[CH:23]=[CH:24][C:25]=2[CH3:29])=[C:4]([N+:10]([O-:12])=[O:11])[CH:3]=1, predict the reactants needed to synthesize it. The reactants are: [Cl:1][C:2]1[CH:9]=[CH:8][C:5]([CH:6]=O)=[C:4]([N+:10]([O-:12])=[O:11])[CH:3]=1.[F:13][C:14]1[C:15]([CH2:20][O:21][C:22]2[CH:23]=[CH:24][C:25]([CH3:29])=[C:26]([CH:28]=2)[NH2:27])=[N:16][CH:17]=[CH:18][CH:19]=1.C1(C)C=CC=CC=1.[BH4-].[Na+].